From a dataset of Reaction yield outcomes from USPTO patents with 853,638 reactions. Predict the reaction yield, written as a fraction of the theoretical maximum amount of product (1.0 means a 100% yield; for example, 0.34 means a 34% yield). The reactants are [N:1]1[CH:6]=[CH:5][C:4]([NH:7][C:8](=[O:20])[C:9]([C:11]2[C:19]3[C:14](=[CH:15][CH:16]=[CH:17][CH:18]=3)[NH:13][CH:12]=2)=[O:10])=[CH:3][CH:2]=1.[N+:21]([C:24]1[CH:31]=[CH:30][C:27]([CH2:28]Cl)=[CH:26][CH:25]=1)([O-:23])=[O:22]. No catalyst specified. The product is [N:1]1[CH:2]=[CH:3][C:4]([NH:7][C:8](=[O:20])[C:9]([C:11]2[C:19]3[C:14](=[CH:15][CH:16]=[CH:17][CH:18]=3)[N:13]([CH2:28][C:27]3[CH:30]=[CH:31][C:24]([N+:21]([O-:23])=[O:22])=[CH:25][CH:26]=3)[CH:12]=2)=[O:10])=[CH:5][CH:6]=1. The yield is 0.640.